From a dataset of Full USPTO retrosynthesis dataset with 1.9M reactions from patents (1976-2016). Predict the reactants needed to synthesize the given product. (1) Given the product [N:1]1[CH:6]=[CH:5][CH:4]=[C:3]([C:7]2[CH:8]=[C:9]3[C:14](=[CH:15][CH:16]=2)[NH:13][C:12](=[S:27])[CH2:11][CH2:10]3)[CH:2]=1, predict the reactants needed to synthesize it. The reactants are: [N:1]1[CH:6]=[CH:5][CH:4]=[C:3]([C:7]2[CH:8]=[C:9]3[C:14](=[CH:15][CH:16]=2)[NH:13][C:12](=O)[CH2:11][CH2:10]3)[CH:2]=1.COC1C=CC(P2(=S)SP(=S)(C3C=CC(OC)=CC=3)[S:27]2)=CC=1. (2) Given the product [CH2:1]([O:8][C:9]([NH:10][C@@H:11]1[C:14](=[O:15])[N:13]([CH2:16][C:17]2[CH:22]=[CH:21][C:20]([O:23][CH3:24])=[CH:19][C:18]=2[O:25][CH3:26])[C@@H:12]1[CH2:27][N:28]1[N:32]=[C:31]2[CH2:33][N:34]([C:49]([O:50][C:17]([CH3:22])([CH3:18])[CH3:16])=[O:52])[CH2:35][C:30]2=[N:29]1)=[O:48])[C:55]1[CH:60]=[CH:59][CH:58]=[CH:57][CH:56]=1, predict the reactants needed to synthesize it. The reactants are: [CH2:1]([O:8][C:9](=[O:48])[NH:10][C@@H:11]1[C:14](=[O:15])[N:13]([CH2:16][C:17]2[CH:22]=[CH:21][C:20]([O:23][CH3:24])=[CH:19][C:18]=2[O:25][CH3:26])[C@@H:12]1[CH2:27][N:28]1[N:32]=[C:31]2[CH2:33][N:34](S(C3C=CC=CC=3[N+]([O-])=O)(=O)=O)[CH2:35][C:30]2=[N:29]1)C1C=CC=CC=1.[C:49](=[O:52])([O-])[O-:50].[K+].[K+].[C:55]1(S)[CH:60]=[CH:59][CH:58]=[CH:57][CH:56]=1. (3) Given the product [CH2:15]([O:14][C:7](=[O:13])[C:8]([OH:10])=[CH:17][C:18]1[C:23]([N+:24]([O-:26])=[O:25])=[CH:22][CH:21]=[CH:20][N:19]=1)[CH3:16], predict the reactants needed to synthesize it. The reactants are: N#N.[O-]CC.[Na+].[C:7]([O:14][CH2:15][CH3:16])(=[O:13])[C:8]([O:10]CC)=O.[CH3:17][C:18]1[C:23]([N+:24]([O-:26])=[O:25])=[CH:22][CH:21]=[CH:20][N:19]=1.[NH4+].[Cl-]. (4) Given the product [C:1]1([S:7]([N:10]2[C:14]3=[N:15][CH:16]=[C:17]([CH2:19][CH:20]([CH3:21])[CH3:22])[CH:18]=[C:13]3[C:12]([C:23]3[CH:24]=[N:25][N:26]([CH2:28][CH2:29][N:30]4[CH2:31][CH2:32][O:33][CH2:34][CH2:35]4)[CH:27]=3)=[CH:11]2)(=[O:9])=[O:8])[CH:2]=[CH:3][CH:4]=[CH:5][CH:6]=1, predict the reactants needed to synthesize it. The reactants are: [C:1]1([S:7]([N:10]2[C:14]3=[N:15][CH:16]=[C:17]([CH:19]=[C:20]([CH3:22])[CH3:21])[CH:18]=[C:13]3[C:12]([C:23]3[CH:24]=[N:25][N:26]([CH2:28][CH2:29][N:30]4[CH2:35][CH2:34][O:33][CH2:32][CH2:31]4)[CH:27]=3)=[CH:11]2)(=[O:9])=[O:8])[CH:6]=[CH:5][CH:4]=[CH:3][CH:2]=1. (5) Given the product [ClH:1].[NH2:10][CH2:9][CH2:8][CH2:7][C:5]1[NH:6][C:14](=[S:13])[NH:15][CH:4]=1, predict the reactants needed to synthesize it. The reactants are: [ClH:1].CO[C:4](=O)[C@H:5]([CH2:7][CH2:8][CH2:9][NH2:10])[NH2:6].Cl.[S-:13][C:14]#[N:15].[K+].C(O)C. (6) Given the product [Cl:10][C:11]1[N:16]=[CH:15][C:14](/[CH:17]=[N:9]/[C:6]2[CH:7]=[CH:8][C:3]([O:2][CH3:1])=[CH:4][CH:5]=2)=[CH:13][CH:12]=1, predict the reactants needed to synthesize it. The reactants are: [CH3:1][O:2][C:3]1[CH:8]=[CH:7][C:6]([NH2:9])=[CH:5][CH:4]=1.[Cl:10][C:11]1[N:16]=[CH:15][C:14]([CH:17]=O)=[CH:13][CH:12]=1. (7) Given the product [F:1][C:2]1[CH:7]=[CH:6][C:5]([C:8]2[C:9]3[N:10]([N:15]=[C:16]([NH:18][C:22]4[CH:27]=[CH:26][C:25]([N:28]5[CH:32]=[C:31]([CH3:33])[N:30]=[CH:29]5)=[C:24]([O:34][CH3:35])[CH:23]=4)[N:17]=3)[CH:11]=[C:12]([CH3:14])[CH:13]=2)=[C:4]([O:19][CH3:20])[CH:3]=1, predict the reactants needed to synthesize it. The reactants are: [F:1][C:2]1[CH:7]=[CH:6][C:5]([C:8]2[C:9]3[N:10]([N:15]=[C:16]([NH2:18])[N:17]=3)[CH:11]=[C:12]([CH3:14])[CH:13]=2)=[C:4]([O:19][CH3:20])[CH:3]=1.Br[C:22]1[CH:27]=[CH:26][C:25]([N:28]2[CH:32]=[C:31]([CH3:33])[N:30]=[CH:29]2)=[C:24]([O:34][CH3:35])[CH:23]=1.C(Cl)Cl.